This data is from Catalyst prediction with 721,799 reactions and 888 catalyst types from USPTO. The task is: Predict which catalyst facilitates the given reaction. (1) Reactant: [H-].[Na+].O1CCC[CH2:4]1.[CH3:8][CH2:9][C:10](=[O:16])[CH2:11][C:12](=[O:15])[CH2:13][CH3:14].IC. Product: [CH3:4][CH:11]([C:10](=[O:16])[CH2:9][CH3:8])[C:12](=[O:15])[CH2:13][CH3:14]. The catalyst class is: 6. (2) Reactant: [CH3:1][O:2][C:3]1[CH:17]=[CH:16][C:6]([CH2:7]P(=O)(OCC)OCC)=[CH:5][CH:4]=1.[H-].[Na+].[CH:20]([C:22]1[CH:27]=[CH:26][CH:25]=[CH:24][C:23]=1[C:28]1[N:33]=[C:32]([N:34]2[C:38]([C:39]([F:42])([F:41])[F:40])=[C:37]([C:43]([O:45]CC)=[O:44])[CH:36]=[N:35]2)[CH:31]=[CH:30][CH:29]=1)=O. Product: [CH3:1][O:2][C:3]1[CH:4]=[CH:5][C:6](/[CH:7]=[CH:20]/[C:22]2[CH:27]=[CH:26][CH:25]=[CH:24][C:23]=2[C:28]2[N:33]=[C:32]([N:34]3[C:38]([C:39]([F:41])([F:42])[F:40])=[C:37]([C:43]([OH:45])=[O:44])[CH:36]=[N:35]3)[CH:31]=[CH:30][CH:29]=2)=[CH:16][CH:17]=1. The catalyst class is: 7. (3) Reactant: [F:1][C:2]1[CH:3]=[C:4]2[C:8](=[CH:9][CH:10]=1)[NH:7][CH:6]=[CH:5]2.Cl[Si:12]([CH:19]([CH3:21])[CH3:20])([CH:16]([CH3:18])[CH3:17])[CH:13]([CH3:15])[CH3:14].[Li]CCCC.O. Product: [F:1][C:2]1[CH:3]=[C:4]2[C:8](=[CH:9][CH:10]=1)[N:7]([Si:12]([CH:19]([CH3:21])[CH3:20])([CH:16]([CH3:18])[CH3:17])[CH:13]([CH3:15])[CH3:14])[CH:6]=[CH:5]2. The catalyst class is: 1. (4) The catalyst class is: 5. Product: [CH3:15][O:14][C:10](=[O:13])[CH2:11][CH2:12][N:1]1[CH:9]=[C:7]([CH3:8])[C:5](=[O:6])[NH:4][C:2]1=[O:3]. Reactant: [NH:1]1[CH:9]=[C:7]([CH3:8])[C:5](=[O:6])[NH:4][C:2]1=[O:3].[C:10]([O:14][CH2:15]C)(=[O:13])[CH:11]=[CH2:12].[OH-].[Na+].